From a dataset of NCI-60 drug combinations with 297,098 pairs across 59 cell lines. Regression. Given two drug SMILES strings and cell line genomic features, predict the synergy score measuring deviation from expected non-interaction effect. (1) Drug 1: C1=NC2=C(N=C(N=C2N1C3C(C(C(O3)CO)O)O)F)N. Drug 2: C(CC(=O)O)C(=O)CN.Cl. Cell line: SNB-75. Synergy scores: CSS=-0.281, Synergy_ZIP=-1.82, Synergy_Bliss=-2.29, Synergy_Loewe=-3.89, Synergy_HSA=-3.50. (2) Drug 1: CC1=C(C=C(C=C1)NC2=NC=CC(=N2)N(C)C3=CC4=NN(C(=C4C=C3)C)C)S(=O)(=O)N.Cl. Drug 2: C1=NC2=C(N=C(N=C2N1C3C(C(C(O3)CO)O)O)F)N. Cell line: SF-539. Synergy scores: CSS=4.97, Synergy_ZIP=-5.81, Synergy_Bliss=-5.49, Synergy_Loewe=-7.70, Synergy_HSA=-5.22. (3) Drug 1: COC1=C(C=C2C(=C1)N=CN=C2NC3=CC(=C(C=C3)F)Cl)OCCCN4CCOCC4. Drug 2: C1=CC(=CC=C1C#N)C(C2=CC=C(C=C2)C#N)N3C=NC=N3. Cell line: SK-MEL-2. Synergy scores: CSS=11.0, Synergy_ZIP=-6.26, Synergy_Bliss=-8.36, Synergy_Loewe=-8.83, Synergy_HSA=-6.70. (4) Drug 1: CC(C)CN1C=NC2=C1C3=CC=CC=C3N=C2N. Drug 2: C(CCl)NC(=O)N(CCCl)N=O. Cell line: U251. Synergy scores: CSS=26.9, Synergy_ZIP=-7.39, Synergy_Bliss=-1.03, Synergy_Loewe=-0.0998, Synergy_HSA=-0.910. (5) Drug 1: C1CCN(CC1)CCOC2=CC=C(C=C2)C(=O)C3=C(SC4=C3C=CC(=C4)O)C5=CC=C(C=C5)O. Drug 2: CC1=CC=C(C=C1)C2=CC(=NN2C3=CC=C(C=C3)S(=O)(=O)N)C(F)(F)F. Cell line: SK-OV-3. Synergy scores: CSS=-1.42, Synergy_ZIP=1.60, Synergy_Bliss=-1.69, Synergy_Loewe=-7.96, Synergy_HSA=-6.60.